From a dataset of Forward reaction prediction with 1.9M reactions from USPTO patents (1976-2016). Predict the product of the given reaction. (1) Given the reactants [Br:1][C:2]1[CH:7]=[C:6]([NH2:8])[CH:5]=[C:4]([Br:9])[N:3]=1.N1C=CC=CC=1.[C:16](OC(=O)C)(=[O:18])[CH3:17].CO, predict the reaction product. The product is: [Br:1][C:2]1[CH:7]=[C:6]([NH:8][C:16](=[O:18])[CH3:17])[CH:5]=[C:4]([Br:9])[N:3]=1. (2) Given the reactants [CH3:1][N:2]([CH3:28])[C:3]([C:5]1[CH:14]=[CH:13][C:12]2[C:7](=[CH:8][CH:9]=[CH:10][C:11]=2[N:15]2[CH2:20][CH2:19][N:18](C(OC(C)(C)C)=O)[CH2:17][CH2:16]2)[N:6]=1)=[O:4], predict the reaction product. The product is: [CH3:1][N:2]([CH3:28])[C:3]([C:5]1[CH:14]=[CH:13][C:12]2[C:7](=[CH:8][CH:9]=[CH:10][C:11]=2[N:15]2[CH2:20][CH2:19][NH:18][CH2:17][CH2:16]2)[N:6]=1)=[O:4]. (3) Given the reactants [F:1][C:2]1[CH:3]=[C:4]([C:9]([NH:13][C:14](=[O:20])[O:15][C:16]([CH3:19])([CH3:18])[CH3:17])([CH3:12])[CH:10]=O)[CH:5]=[C:6]([F:8])[CH:7]=1.[NH2:21][C:22]1([C:27]([O:29][CH3:30])=[O:28])[CH2:26][CH2:25][CH2:24][CH2:23]1.CC(O)=O.[BH3-]C#N.[Na+], predict the reaction product. The product is: [C:16]([O:15][C:14]([NH:13][C:9]([C:4]1[CH:3]=[C:2]([F:1])[CH:7]=[C:6]([F:8])[CH:5]=1)([CH3:12])[CH2:10][NH:21][C:22]1([C:27]([O:29][CH3:30])=[O:28])[CH2:26][CH2:25][CH2:24][CH2:23]1)=[O:20])([CH3:19])([CH3:18])[CH3:17].